Dataset: Forward reaction prediction with 1.9M reactions from USPTO patents (1976-2016). Task: Predict the product of the given reaction. (1) Given the reactants [Br:1]N1C(=O)CCC1=O.[Br:9][C:10]1C=[CH:14][C:13]([CH3:16])=[C:12](Cl)[CH:11]=1.Cl[CH2:19][Cl:20], predict the reaction product. The product is: [Br:9][C:10]1[CH:11]=[CH:12][C:13]([CH2:16][Br:1])=[CH:14][C:19]=1[Cl:20]. (2) Given the reactants [NH2:1][C:2]1[NH:3][C:4](=[O:20])[C:5]2[N:6]=[CH:7][N:8]([C@H]3[C@@H](O)[C@@H](O)[C@H](CO)O3)[C:9]=2[N:10]=1.Br[CH2:22][C:23]1[CH:28]=[CH:27][CH:26]=[CH:25][CH:24]=1.Cl, predict the reaction product. The product is: [NH2:1][C:2]1[NH:3][C:4](=[O:20])[C:5]2[N:6]([CH2:22][C:23]3[CH:28]=[CH:27][CH:26]=[CH:25][CH:24]=3)[CH:7]=[N:8][C:9]=2[N:10]=1. (3) Given the reactants [NH2:1][C:2]1[CH:10]=[CH:9][CH:8]=[C:7]2[C:3]=1[CH2:4][N:5]([CH:12]1[CH2:17][CH2:16][C:15](=[O:18])[NH:14][C:13]1=[O:19])[C:6]2=[O:11].[CH:20](=O)[CH2:21][CH2:22][CH2:23][CH3:24].C(O)(=O)C.C(O[BH-](OC(=O)C)OC(=O)C)(=O)C.[Na+], predict the reaction product. The product is: [O:11]=[C:6]1[C:7]2[C:3](=[C:2]([NH:1][CH2:20][CH2:21][CH2:22][CH2:23][CH3:24])[CH:10]=[CH:9][CH:8]=2)[CH2:4][N:5]1[CH:12]1[CH2:17][CH2:16][C:15](=[O:18])[NH:14][C:13]1=[O:19]. (4) Given the reactants Br[C:2]1[CH:3]=[N:4][CH:5]=[C:6]([O:8][CH3:9])[CH:7]=1.[CH3:10][C:11]1([CH3:35])[CH2:20][CH2:19][C:18]2[N:17]=[CH:16][N:15]=[C:14]([N:21]3[CH2:27][C:26]4[CH:28]=[C:29](B(O)O)[CH:30]=[CH:31][C:25]=4[O:24][CH2:23][CH2:22]3)[C:13]=2[CH2:12]1, predict the reaction product. The product is: [CH3:10][C:11]1([CH3:35])[CH2:20][CH2:19][C:18]2[N:17]=[CH:16][N:15]=[C:14]([N:21]3[CH2:27][C:26]4[CH:28]=[C:29]([C:2]5[CH:3]=[N:4][CH:5]=[C:6]([O:8][CH3:9])[CH:7]=5)[CH:30]=[CH:31][C:25]=4[O:24][CH2:23][CH2:22]3)[C:13]=2[CH2:12]1.